From a dataset of Forward reaction prediction with 1.9M reactions from USPTO patents (1976-2016). Predict the product of the given reaction. (1) Given the reactants [CH3:1][C@@:2]([OH:34])([C:30]([CH3:33])([CH3:32])[CH3:31])[C@@H:3]1[C@:8]2([O:28][CH3:29])[C@@H:9]3[O:23][C:18]4=[C:19]([OH:22])[CH:20]=[CH:21][C:16]5=[C:17]4[C@:10]43[CH2:11][CH2:12][N:13]([CH2:24][CH:25]3[CH2:27][CH2:26]3)[C@H:14]([CH2:15]5)[C@@:5]4([CH2:6][CH2:7]2)[CH2:4]1.Cl.O=C1O[C@H]([C@H](CO)O)C(O)=C1O.C(O)(=O)CC(CC(O)=O)(C(O)=O)O.C([O-])(=O)CC(CC([O-])=O)(C([O-])=O)O.[Na+].[Na+].[Na+].C(N(CC(O)=O)CC(O)=O)CN(CC(O)=O)CC(O)=O.[Si](=O)=O.CC1C2O[C@@](CCC[C@@H](CCC[C@@H](CCCC(C)C)C)C)(C)CCC=2C(C)=C(OC(C)=O)C=1C, predict the reaction product. The product is: [CH3:1][C@@:2]([OH:34])([C:30]([CH3:33])([CH3:32])[CH3:31])[C@@H:3]1[C@:8]2([O:28][CH3:29])[C@@H:9]3[O:23][C:18]4=[C:19]([OH:22])[CH:20]=[CH:21][C:16]5=[C:17]4[C@:10]43[CH2:11][CH2:12][N:13]([CH2:24][CH:25]3[CH2:26][CH2:27]3)[C@H:14]([CH2:15]5)[C@@:5]4([CH2:6][CH2:7]2)[CH2:4]1. (2) Given the reactants CC(C)([O-])C.[Na+].[Cl:7][C:8]1[N:13]=[C:12]([C:14]2[C:22]3[C:17](=[CH:18][CH:19]=[CH:20][CH:21]=3)[NH:16][CH:15]=2)[C:11]([Cl:23])=[CH:10][N:9]=1.[C:24]1([S:30](Cl)(=[O:32])=[O:31])[CH:29]=[CH:28][CH:27]=[CH:26][CH:25]=1, predict the reaction product. The product is: [C:24]1([S:30]([N:16]2[C:17]3[C:22](=[CH:21][CH:20]=[CH:19][CH:18]=3)[C:14]([C:12]3[C:11]([Cl:23])=[CH:10][N:9]=[C:8]([Cl:7])[N:13]=3)=[CH:15]2)(=[O:32])=[O:31])[CH:29]=[CH:28][CH:27]=[CH:26][CH:25]=1. (3) Given the reactants [CH3:1][N:2]([CH2:4][C:5]1[CH:6]=[C:7]([NH:11][C:12]([C@H:14]([NH:26][C:27]([N:29]2[CH2:34][CH2:33][N:32]([C:35]3[CH:40]=[CH:39][C:38]([F:41])=[CH:37][C:36]=3[CH:42]=[O:43])[CH2:31][CH2:30]2)=[O:28])[C@H:15]([C:17]2[C:25]3[C:20](=[CH:21][CH:22]=[CH:23][CH:24]=3)[NH:19][CH:18]=2)[CH3:16])=[O:13])[CH:8]=[CH:9][CH:10]=1)[CH3:3].C1(C)C=CC(S([CH2:53][N+:54]#[C-:55])(=O)=O)=CC=1.C(=O)([O-])[O-].[K+].[K+], predict the reaction product. The product is: [CH3:1][N:2]([CH2:4][C:5]1[CH:6]=[C:7]([NH:11][C:12]([C@H:14]([NH:26][C:27]([N:29]2[CH2:34][CH2:33][N:32]([C:35]3[CH:40]=[CH:39][C:38]([F:41])=[CH:37][C:36]=3[C:42]3[O:43][CH:55]=[N:54][CH:53]=3)[CH2:31][CH2:30]2)=[O:28])[C@H:15]([C:17]2[C:25]3[C:20](=[CH:21][CH:22]=[CH:23][CH:24]=3)[NH:19][CH:18]=2)[CH3:16])=[O:13])[CH:8]=[CH:9][CH:10]=1)[CH3:3]. (4) The product is: [CH2:1]([N:5]([CH2:11][C:12](=[O:14])[CH3:13])[CH2:6][CH:7]([CH3:9])[CH3:8])[CH:2]([CH3:4])[CH3:3]. Given the reactants [CH2:1]([NH:5][CH2:6][CH:7]([CH3:9])[CH3:8])[CH:2]([CH3:4])[CH3:3].Cl[CH2:11][C:12](=[O:14])[CH3:13], predict the reaction product.